Dataset: NCI-60 drug combinations with 297,098 pairs across 59 cell lines. Task: Regression. Given two drug SMILES strings and cell line genomic features, predict the synergy score measuring deviation from expected non-interaction effect. (1) Drug 1: CCCCC(=O)OCC(=O)C1(CC(C2=C(C1)C(=C3C(=C2O)C(=O)C4=C(C3=O)C=CC=C4OC)O)OC5CC(C(C(O5)C)O)NC(=O)C(F)(F)F)O. Drug 2: CN(CC1=CN=C2C(=N1)C(=NC(=N2)N)N)C3=CC=C(C=C3)C(=O)NC(CCC(=O)O)C(=O)O. Cell line: HT29. Synergy scores: CSS=54.9, Synergy_ZIP=-3.04, Synergy_Bliss=-5.37, Synergy_Loewe=-7.58, Synergy_HSA=-2.41. (2) Drug 1: CS(=O)(=O)C1=CC(=C(C=C1)C(=O)NC2=CC(=C(C=C2)Cl)C3=CC=CC=N3)Cl. Drug 2: CC12CCC3C(C1CCC2=O)CC(=C)C4=CC(=O)C=CC34C. Cell line: SR. Synergy scores: CSS=67.7, Synergy_ZIP=-1.63, Synergy_Bliss=-1.93, Synergy_Loewe=-7.55, Synergy_HSA=-1.38. (3) Drug 1: CC1=C(C(CCC1)(C)C)C=CC(=CC=CC(=CC(=O)O)C)C. Drug 2: CC(C)NC(=O)C1=CC=C(C=C1)CNNC.Cl. Cell line: MDA-MB-435. Synergy scores: CSS=5.41, Synergy_ZIP=-2.60, Synergy_Bliss=-2.74, Synergy_Loewe=-2.02, Synergy_HSA=-4.19. (4) Drug 1: CCC1(CC2CC(C3=C(CCN(C2)C1)C4=CC=CC=C4N3)(C5=C(C=C6C(=C5)C78CCN9C7C(C=CC9)(C(C(C8N6C)(C(=O)OC)O)OC(=O)C)CC)OC)C(=O)OC)O.OS(=O)(=O)O. Drug 2: CN(CC1=CN=C2C(=N1)C(=NC(=N2)N)N)C3=CC=C(C=C3)C(=O)NC(CCC(=O)O)C(=O)O. Cell line: HCT116. Synergy scores: CSS=40.1, Synergy_ZIP=0.663, Synergy_Bliss=-4.94, Synergy_Loewe=-3.49, Synergy_HSA=-3.24.